This data is from Reaction yield outcomes from USPTO patents with 853,638 reactions. The task is: Predict the reaction yield, written as a fraction of the theoretical maximum amount of product (1.0 means a 100% yield; for example, 0.34 means a 34% yield). (1) The yield is 0.860. No catalyst specified. The product is [CH3:16][O:15][C:11]([C:6]12[CH2:7][CH:8]([CH2:4][CH2:5]1)[CH:9]=[CH:10]2)=[O:14]. The reactants are C1[CH:5]2[C@@H:6]3[CH:10]=[CH:9][C@H:8]([CH:4]2C=C1)[CH2:7]3.[C:11]([O:15][CH3:16])(=[O:14])C=C.C1(C=CC(O)=CC=1)O. (2) The reactants are [Cl-].O[NH3+:3].[C:4](=[O:7])([O-])[OH:5].[Na+].CS(C)=O.[CH2:13]([C:17]1[N:22]2[N:23]=[CH:24][N:25]=[C:21]2[N:20]([C:26]2[CH:31]=[CH:30][C:29]([O:32][CH:33]([CH3:35])[CH3:34])=[C:28]([F:36])[CH:27]=2)[C:19](=[O:37])[C:18]=1[CH2:38][C:39]1[CH:44]=[CH:43][C:42]([C:45]2[C:46]([C:51]#[N:52])=[CH:47][CH:48]=[CH:49][CH:50]=2)=[CH:41][CH:40]=1)[CH2:14][CH2:15][CH3:16]. The catalyst is C(OCC)(=O)C. The product is [CH2:13]([C:17]1[N:22]2[N:23]=[CH:24][N:25]=[C:21]2[N:20]([C:26]2[CH:31]=[CH:30][C:29]([O:32][CH:33]([CH3:34])[CH3:35])=[C:28]([F:36])[CH:27]=2)[C:19](=[O:37])[C:18]=1[CH2:38][C:39]1[CH:40]=[CH:41][C:42]([C:45]2[CH:50]=[CH:49][CH:48]=[CH:47][C:46]=2[C:51]2[NH:3][C:4](=[O:7])[O:5][N:52]=2)=[CH:43][CH:44]=1)[CH2:14][CH2:15][CH3:16]. The yield is 0.490. (3) The reactants are [CH:1]([C:3]1[CH:4]=[CH:5][C:6]([N:11]2[CH:15]=[N:14][C:13]([N+:16]([O-:18])=[O:17])=[N:12]2)=[C:7]([CH:10]=1)[C:8]#[N:9])=O.[C:19]([O-])([O-])=O.[K+].[K+]. The catalyst is O1CCOCC1.[Br-].C[P+](C1C=CC=CC=1)(C1C=CC=CC=1)C1C=CC=CC=1. The product is [N+:16]([C:13]1[N:14]=[CH:15][N:11]([C:6]2[CH:5]=[CH:4][C:3]([CH:1]=[CH2:19])=[CH:10][C:7]=2[C:8]#[N:9])[N:12]=1)([O-:18])=[O:17]. The yield is 0.700. (4) The reactants are [NH:1]([C:3]1[S:4][C:5]2[CH:11]=[C:10]([C:12]([OH:14])=[O:13])[CH:9]=[CH:8][C:6]=2[N:7]=1)[NH2:2].O=[C:16]1[CH2:25][CH2:24][C:23]2[C:18](=[CH:19][CH:20]=[CH:21][CH:22]=2)[CH:17]1[C:26](OCC)=[O:27]. No catalyst specified. The product is [OH:27][C:26]1[N:1]([C:3]2[S:4][C:5]3[CH:11]=[C:10]([C:12]([OH:14])=[O:13])[CH:9]=[CH:8][C:6]=3[N:7]=2)[N:2]=[C:16]2[C:17]=1[C:18]1[CH:19]=[CH:20][CH:21]=[CH:22][C:23]=1[CH2:24][CH2:25]2. The yield is 0.110. (5) The reactants are [NH2:1][C:2]1[N:7]=[CH:6][C:5]([C:8]2[CH:9]=[N:10][N:11]([C:13]([CH3:18])([CH3:17])[C:14](O)=[O:15])[CH:12]=2)=[CH:4][C:3]=1[O:19][CH:20]([C:22]1[C:27]([Cl:28])=[CH:26][CH:25]=[C:24]([F:29])[C:23]=1[Cl:30])[CH3:21].C1C=CC2N(O)N=NC=2C=1.C(Cl)CCl.[CH3:45][N:46]([CH3:51])[CH2:47][CH2:48][CH2:49][NH2:50]. The catalyst is CN(C=O)C. The product is [NH2:1][C:2]1[N:7]=[CH:6][C:5]([C:8]2[CH:9]=[N:10][N:11]([C:13]([CH3:18])([CH3:17])[C:14]([NH:50][CH2:49][CH2:48][CH2:47][N:46]([CH3:51])[CH3:45])=[O:15])[CH:12]=2)=[CH:4][C:3]=1[O:19][CH:20]([C:22]1[C:27]([Cl:28])=[CH:26][CH:25]=[C:24]([F:29])[C:23]=1[Cl:30])[CH3:21]. The yield is 0.140. (6) The reactants are [NH2:1][N:2]1[CH2:7][CH2:6][N:5]([C:8]([O:10][C:11]([CH3:14])([CH3:13])[CH3:12])=[O:9])[CH2:4][CH2:3]1.[O:15]=[C:16]1[CH2:21][S:20][C:19]2[CH:22]=[CH:23][C:24]([C:26](O)=[O:27])=[N:25][C:18]=2[NH:17]1.C(Cl)CCl.C1C=CC2N(O)N=NC=2C=1. The catalyst is C(Cl)Cl.CN(C=O)C. The product is [O:15]=[C:16]1[CH2:21][S:20][C:19]2[CH:22]=[CH:23][C:24]([C:26]([NH:1][N:2]3[CH2:3][CH2:4][N:5]([C:8]([O:10][C:11]([CH3:14])([CH3:13])[CH3:12])=[O:9])[CH2:6][CH2:7]3)=[O:27])=[N:25][C:18]=2[NH:17]1. The yield is 0.780.